Task: Predict the reaction yield, written as a fraction of the theoretical maximum amount of product (1.0 means a 100% yield; for example, 0.34 means a 34% yield).. Dataset: Reaction yield outcomes from USPTO patents with 853,638 reactions (1) The reactants are [O:1]1[C:6]2[CH:7]=[CH:8][C:9]([CH:11]=O)=[CH:10][C:5]=2[O:4][CH2:3][CH2:2]1.[N+:13]([CH3:16])([O-:15])=[O:14].C([O-])(=O)C.[NH4+].O. The catalyst is C(O)(=O)C. The product is [N+:13]([CH:16]=[CH:11][C:9]1[CH:8]=[CH:7][C:6]2[O:1][CH2:2][CH2:3][O:4][C:5]=2[CH:10]=1)([O-:15])=[O:14]. The yield is 0.610. (2) The catalyst is Cl[Pd](Cl)([P](C1C=CC=CC=1)(C1C=CC=CC=1)C1C=CC=CC=1)[P](C1C=CC=CC=1)(C1C=CC=CC=1)C1C=CC=CC=1. The reactants are [F:1][C:2]([F:13])([F:12])[C:3]1[CH:8]=[CH:7][C:6](B(O)O)=[CH:5][CH:4]=1.[F:14][C:15]1[CH:16]=[C:17]([CH:27]([NH:29][C:30]([C:32]2[N:33]=[C:34](Cl)[O:35][CH:36]=2)=[O:31])[CH3:28])[CH:18]=[C:19]([F:26])[C:20]=1[NH:21][S:22]([CH3:25])(=[O:24])=[O:23].C([O-])([O-])=O.[Cs+].[Cs+]. The yield is 0.240. The product is [F:26][C:19]1[CH:18]=[C:17]([CH:27]([NH:29][C:30]([C:32]2[N:33]=[C:34]([C:6]3[CH:7]=[CH:8][C:3]([C:2]([F:13])([F:12])[F:1])=[CH:4][CH:5]=3)[O:35][CH:36]=2)=[O:31])[CH3:28])[CH:16]=[C:15]([F:14])[C:20]=1[NH:21][S:22]([CH3:25])(=[O:24])=[O:23]. (3) The reactants are [CH3:1][N:2]1[C:7](=[O:8])[C:6]([NH:9][C:10]2[CH:15]=[CH:14][C:13]([N:16]3[CH2:21][CH2:20][N:19]([CH:22]4[CH2:25][O:24][CH2:23]4)[CH2:18][CH2:17]3)=[CH:12][N:11]=2)=[CH:5][C:4]([C:26]2[C:31]([CH:32]=[O:33])=[C:30]([N:34]3[CH2:46][CH2:45][C:44]4[N:43]5[C:38]([CH2:39][CH2:40][CH2:41][CH2:42]5)=[CH:37][C:36]=4[C:35]3=[O:47])[N:29]=[CH:28][CH:27]=2)=[CH:3]1.[BH4-].[Na+]. The catalyst is CO. The product is [OH:33][CH2:32][C:31]1[C:30]([N:34]2[CH2:46][CH2:45][C:44]3[N:43]4[C:38]([CH2:39][CH2:40][CH2:41][CH2:42]4)=[CH:37][C:36]=3[C:35]2=[O:47])=[N:29][CH:28]=[CH:27][C:26]=1[C:4]1[CH:5]=[C:6]([NH:9][C:10]2[CH:15]=[CH:14][C:13]([N:16]3[CH2:17][CH2:18][N:19]([CH:22]4[CH2:25][O:24][CH2:23]4)[CH2:20][CH2:21]3)=[CH:12][N:11]=2)[C:7](=[O:8])[N:2]([CH3:1])[CH:3]=1. The yield is 0.630. (4) The reactants are Cl[C:2]1[C:7]([C:8]#[N:9])=[CH:6][CH:5]=[CH:4][N:3]=1.[SH:10][CH2:11][C:12]([O:14][CH2:15][CH3:16])=[O:13].C(=O)([O-])[O-].[Na+].[Na+].CCO. The catalyst is O. The product is [NH2:9][C:8]1[C:7]2[C:2](=[N:3][CH:4]=[CH:5][CH:6]=2)[S:10][C:11]=1[C:12]([O:14][CH2:15][CH3:16])=[O:13]. The yield is 0.932. (5) The yield is 0.700. The catalyst is O1CCCC1. The reactants are [CH3:1][O:2][C:3](=[O:42])[CH2:4][C:5]1[CH:6]=[N:7][CH:8]=[C:9]([C:11]2[CH:16]=[CH:15][C:14]([C:17]([CH2:39][CH3:40])([C:20]3[CH:25]=[CH:24][C:23]([CH2:26][CH2:27][C:28]4([O:33][Si](C)(C)C)[CH2:32][CH2:31][CH2:30][CH2:29]4)=[C:22]([CH3:38])[CH:21]=3)[CH2:18][CH3:19])=[CH:13][C:12]=2[CH3:41])[CH:10]=1.[F-].C([N+](CCCC)(CCCC)CCCC)CCC.[Cl-].[NH4+].O. The product is [CH3:1][O:2][C:3](=[O:42])[CH2:4][C:5]1[CH:6]=[N:7][CH:8]=[C:9]([C:11]2[CH:16]=[CH:15][C:14]([C:17]([CH2:18][CH3:19])([C:20]3[CH:25]=[CH:24][C:23]([CH2:26][CH2:27][C:28]4([OH:33])[CH2:29][CH2:30][CH2:31][CH2:32]4)=[C:22]([CH3:38])[CH:21]=3)[CH2:39][CH3:40])=[CH:13][C:12]=2[CH3:41])[CH:10]=1. (6) The reactants are [CH3:1][S:2]([C:5]1[CH:21]=[CH:20][C:8]([CH2:9][C:10]2[CH:11]=[C:12]([CH:17]=[CH:18][N:19]=2)[C:13]([O:15][CH3:16])=[O:14])=[CH:7][CH:6]=1)(=[O:4])=[O:3]. The catalyst is C(O)(=O)C.O=[Pt]=O. The product is [CH3:1][S:2]([C:5]1[CH:6]=[CH:7][C:8]([CH2:9][CH:10]2[CH2:11][CH:12]([C:13]([O:15][CH3:16])=[O:14])[CH2:17][CH2:18][NH:19]2)=[CH:20][CH:21]=1)(=[O:4])=[O:3]. The yield is 0.659. (7) The catalyst is C1COCC1. The yield is 0.140. The reactants are C([Li])CCC.Br[C:7]1[CH:12]=[CH:11][C:10]([O:13][CH3:14])=[CH:9][CH:8]=1.[Br:15][C:16]1[CH:17]=[C:18](/[C:22](/[C:30]2[C:31]([C:36]#[N:37])=[N:32][CH:33]=[CH:34][CH:35]=2)=[N:23]\S(C(C)(C)C)=O)[CH:19]=[CH:20][CH:21]=1. The product is [Br:15][C:16]1[CH:17]=[C:18]([C:22]2([C:7]3[CH:12]=[CH:11][C:10]([O:13][CH3:14])=[CH:9][CH:8]=3)[C:30]3[C:31](=[N:32][CH:33]=[CH:34][CH:35]=3)[C:36]([NH2:37])=[N:23]2)[CH:19]=[CH:20][CH:21]=1. (8) The reactants are [CH3:1][O:2][C:3]1[C:4](=[O:22])[C:5](C(O)=O)=[N:6][N:7]([C:9]2[CH:14]=[CH:13][CH:12]=[C:11]([C:15]([F:18])([F:17])[F:16])[CH:10]=2)[CH:8]=1.C1C=CC(P([N:37]=[N+]=[N-])(C2C=CC=CC=2)=O)=CC=1.CCN(CC)CC.[OH-].[Na+]. The catalyst is C1(C)C=CC=CC=1. The product is [NH2:37][C:5]1[C:4](=[O:22])[C:3]([O:2][CH3:1])=[CH:8][N:7]([C:9]2[CH:14]=[CH:13][CH:12]=[C:11]([C:15]([F:18])([F:17])[F:16])[CH:10]=2)[N:6]=1. The yield is 0.660. (9) The reactants are [OH:1][C@@H:2]([CH2:13][CH3:14])[C:3]([O:5][CH2:6][C:7]1[CH:12]=[CH:11][CH:10]=[CH:9][CH:8]=1)=[O:4].N1C=CC=CC=1.[F:21][C:22]([F:35])([F:34])[S:23](O[S:23]([C:22]([F:35])([F:34])[F:21])(=[O:25])=[O:24])(=[O:25])=[O:24]. The catalyst is C(Cl)Cl. The product is [F:21][C:22]([F:35])([F:34])[S:23]([O:1][C@@H:2]([CH2:13][CH3:14])[C:3]([O:5][CH2:6][C:7]1[CH:12]=[CH:11][CH:10]=[CH:9][CH:8]=1)=[O:4])(=[O:25])=[O:24]. The yield is 0.960.